Dataset: Full USPTO retrosynthesis dataset with 1.9M reactions from patents (1976-2016). Task: Predict the reactants needed to synthesize the given product. Given the product [NH2:27][C:28]1[N:33]=[C:32]([NH:1][C@H:2]([C:4]2[N:9]=[C:8]3[CH:10]=[CH:11][N:12]([CH3:13])[C:7]3=[CH:6][C:5]=2[N:14]([CH3:26])[CH:15]2[CH2:18][N:17]([C:19]([O:21][C:22]([CH3:25])([CH3:24])[CH3:23])=[O:20])[CH2:16]2)[CH3:3])[C:31]([C:35]#[N:36])=[C:30]([CH3:37])[N:29]=1, predict the reactants needed to synthesize it. The reactants are: [NH2:1][C@H:2]([C:4]1[N:9]=[C:8]2[CH:10]=[CH:11][N:12]([CH3:13])[C:7]2=[CH:6][C:5]=1[N:14]([CH3:26])[CH:15]1[CH2:18][N:17]([C:19]([O:21][C:22]([CH3:25])([CH3:24])[CH3:23])=[O:20])[CH2:16]1)[CH3:3].[NH2:27][C:28]1[N:33]=[C:32](Cl)[C:31]([C:35]#[N:36])=[C:30]([CH3:37])[N:29]=1.C(N(CC)CC)C.